Predict the reactants needed to synthesize the given product. From a dataset of Full USPTO retrosynthesis dataset with 1.9M reactions from patents (1976-2016). (1) Given the product [CH:26]1([O:31][CH:9]([C:4]2[CH:5]=[CH:6][C:7]([Cl:8])=[C:2]([Cl:1])[CH:3]=2)[CH:15]2[CH2:16][N:17]([C:19]([O:21][C:22]([CH3:23])([CH3:24])[CH3:25])=[O:20])[CH2:18]2)[CH2:30][CH2:29][CH2:28][CH2:27]1, predict the reactants needed to synthesize it. The reactants are: [Cl:1][C:2]1[CH:3]=[C:4]([CH:9]([CH:15]2[CH2:18][N:17]([C:19]([O:21][C:22]([CH3:25])([CH3:24])[CH3:23])=[O:20])[CH2:16]2)CS(C)(=O)=O)[CH:5]=[CH:6][C:7]=1[Cl:8].[CH:26]1([OH:31])[CH2:30][CH2:29][CH2:28][CH2:27]1. (2) Given the product [C:31]([O:30][C@@H:26]([C:14]1[C:15]([C:19]2[CH:20]=[CH:21][C:22]([Cl:25])=[CH:23][CH:24]=2)=[C:16]2[C:11](=[CH:12][C:13]=1[CH3:35])[N:10]=[C:9]([O:8][CH3:1])[CH:18]=[CH:17]2)[C:27]([OH:29])=[O:28])([CH3:34])([CH3:32])[CH3:33], predict the reactants needed to synthesize it. The reactants are: [CH2:1]([O:8][C:9]1[CH:18]=[CH:17][C:16]2[C:11](=[CH:12][C:13]([CH3:35])=[C:14]([C@H:26]([O:30][C:31]([CH3:34])([CH3:33])[CH3:32])[C:27]([OH:29])=[O:28])[C:15]=2[C:19]2[CH:24]=[CH:23][C:22]([Cl:25])=[CH:21][CH:20]=2)[N:10]=1)C1C=CC=CC=1.IC. (3) The reactants are: [C:1](O)(=[O:3])[CH3:2].Cl.[NH2:6][C:7]1[CH:30]=[CH:29][CH:28]=[CH:27][C:8]=1[C:9]([NH:11][C:12]1[CH:17]=[CH:16][C:15]([N:18]2[CH:24]3[CH2:25][CH2:26][N:21]([CH2:22][CH2:23]3)[CH2:20][CH2:19]2)=[CH:14][CH:13]=1)=[O:10].C([O-])(=O)C.[Na+].C(=O)(O)[O-].[Na+]. Given the product [C:1]([NH:6][C:7]1[CH:30]=[CH:29][CH:28]=[CH:27][C:8]=1[C:9]([NH:11][C:12]1[CH:13]=[CH:14][C:15]([N:18]2[CH:24]3[CH2:25][CH2:26][N:21]([CH2:22][CH2:23]3)[CH2:20][CH2:19]2)=[CH:16][CH:17]=1)=[O:10])(=[O:3])[CH3:2], predict the reactants needed to synthesize it. (4) The reactants are: [CH:1]1([CH2:7][C:8]2[N:9]=[N:10][N:11]([C@@H:13]3[C@H:17]4[O:18][CH2:19][C@H:20]([NH2:21])[C@H:16]4[O:15][CH2:14]3)[CH:12]=2)[CH2:6][CH2:5][CH2:4][CH2:3][CH2:2]1.[C:22](O)(=[O:25])[CH2:23][CH3:24]. Given the product [CH:1]1([CH2:7][C:8]2[N:9]=[N:10][N:11]([C@@H:13]3[C@H:17]4[O:18][CH2:19][C@H:20]([NH:21][C:22](=[O:25])[CH2:23][CH3:24])[C@H:16]4[O:15][CH2:14]3)[CH:12]=2)[CH2:2][CH2:3][CH2:4][CH2:5][CH2:6]1, predict the reactants needed to synthesize it.